From a dataset of Full USPTO retrosynthesis dataset with 1.9M reactions from patents (1976-2016). Predict the reactants needed to synthesize the given product. Given the product [Cl:1][C:2]1[N:3]=[C:4]([N:19]2[CH2:24][CH2:23][O:22][CH2:21][CH2:20]2)[C:5]2[CH2:11][CH2:10][N:9]([C:12]([O:14][C:15]([CH3:18])([CH3:17])[CH3:16])=[O:13])[CH:8]([CH3:25])[C:6]=2[N:7]=1, predict the reactants needed to synthesize it. The reactants are: [Cl:1][C:2]1[N:3]=[C:4]([N:19]2[CH2:24][CH2:23][O:22][CH2:21][CH2:20]2)[C:5]2[CH2:11][CH2:10][N:9]([C:12]([O:14][C:15]([CH3:18])([CH3:17])[CH3:16])=[O:13])[CH2:8][C:6]=2[N:7]=1.[C:25]([Li])(C)(C)C.CI.